From a dataset of Reaction yield outcomes from USPTO patents with 853,638 reactions. Predict the reaction yield, written as a fraction of the theoretical maximum amount of product (1.0 means a 100% yield; for example, 0.34 means a 34% yield). The reactants are [Br:1][C:2]1[CH:3]=[C:4]([SH:8])[CH:5]=[CH:6][CH:7]=1.[OH-].[Na+].[CH:11]12[O:17][CH:16]1[CH2:15][CH2:14][N:13]([C:18]([O:20][C:21]([CH3:24])([CH3:23])[CH3:22])=[O:19])[CH2:12]2. No catalyst specified. The product is [Br:1][C:2]1[CH:3]=[C:4]([S:8][CH:16]2[CH2:15][CH2:14][N:13]([C:18]([O:20][C:21]([CH3:23])([CH3:22])[CH3:24])=[O:19])[CH2:12][CH:11]2[OH:17])[CH:5]=[CH:6][CH:7]=1. The yield is 0.540.